This data is from Catalyst prediction with 721,799 reactions and 888 catalyst types from USPTO. The task is: Predict which catalyst facilitates the given reaction. Reactant: [Cl:1][C:2]1[N:7]=[C:6]([NH:8][C@@H:9]2[CH2:14][CH2:13][CH2:12][CH2:11][C@@H:10]2[NH:15][C:16](=[O:22])[O:17][C:18]([CH3:21])([CH3:20])[CH3:19])[CH:5]=[N:4][C:3]=1[C:23]#[N:24].C([O-])([O-])=[O:26].[K+].[K+].OO.CCOC(C)=O. Product: [C:23]([C:3]1[N:4]=[CH:5][C:6]([NH:8][C@@H:9]2[CH2:14][CH2:13][CH2:12][CH2:11][C@@H:10]2[NH:15][C:16](=[O:22])[O:17][C:18]([CH3:19])([CH3:20])[CH3:21])=[N:7][C:2]=1[Cl:1])(=[O:26])[NH2:24]. The catalyst class is: 816.